Dataset: Reaction yield outcomes from USPTO patents with 853,638 reactions. Task: Predict the reaction yield, written as a fraction of the theoretical maximum amount of product (1.0 means a 100% yield; for example, 0.34 means a 34% yield). (1) The reactants are Cl.[C:2]([NH2:8])(=[NH:7])[C:3]([CH3:6])([CH3:5])[CH3:4].C[O-].[Na+].C[O:13][CH:14]=[C:15]([C:20](OC)=O)[C:16]([O:18][CH3:19])=[O:17]. The catalyst is CO. The product is [C:3]([C:2]1[N:8]=[C:14]([OH:13])[C:15]([C:16]([O:18][CH3:19])=[O:17])=[CH:20][N:7]=1)([CH3:6])([CH3:5])[CH3:4]. The yield is 0.450. (2) The reactants are [OH:1][C:2]1[CH:3]=[CH:4][CH:5]=[C:6]2[C:10]=1[NH:9][CH:8]=[CH:7]2.C(=O)([O-])[O-].[K+].[K+].I[CH2:18][CH2:19][CH2:20][CH3:21]. The catalyst is C(C(C)=O)C. The product is [CH2:18]([O:1][C:2]1[CH:3]=[CH:4][CH:5]=[C:6]2[C:10]=1[NH:9][CH:8]=[CH:7]2)[CH2:19][CH2:20][CH3:21]. The yield is 0.900. (3) The reactants are [C:1]1([CH:7]2[S:12][CH2:11][CH2:10][CH2:9][S:8]2)[CH:6]=[CH:5][CH:4]=[CH:3][CH:2]=1.[CH2:13]([Li])[CH2:14][CH2:15][CH3:16].[CH2:18]1[CH2:22][O:21][CH2:20][CH2:19]1. No catalyst specified. The product is [C:18]1([CH2:19][CH:20]([C:7]2([C:1]3[CH:2]=[CH:3][CH:4]=[CH:5][CH:6]=3)[S:8][CH2:9][CH2:10][CH2:11][S:12]2)[OH:21])[CH:22]=[CH:16][CH:15]=[CH:14][CH:13]=1. The yield is 0.710.